This data is from Full USPTO retrosynthesis dataset with 1.9M reactions from patents (1976-2016). The task is: Predict the reactants needed to synthesize the given product. (1) Given the product [C:8]([N:11]1[C@@H:16]([CH3:17])[CH2:15][N:14]([C:18]2[CH:23]=[CH:22][C:21]([C:24]3[NH:33][C:32](=[O:34])[C:31]4[C:26](=[CH:27][C:28]([O:5][CH2:4][CH2:3][O:2][CH3:1])=[CH:29][C:30]=4[O:35][CH3:36])[N:25]=3)=[CH:20][CH:19]=2)[CH2:13][C@H:12]1[CH3:38])(=[O:10])[CH3:9], predict the reactants needed to synthesize it. The reactants are: [CH3:1][O:2][CH2:3][CH2:4][OH:5].[H-].[Na+].[C:8]([N:11]1[CH:16]([CH3:17])[CH2:15][N:14]([C:18]2[CH:23]=[CH:22][C:21]([C:24]3[NH:33][C:32](=[O:34])[C:31]4[C:26](=[CH:27][C:28](F)=[CH:29][C:30]=4[O:35][CH3:36])[N:25]=3)=[CH:20][CH:19]=2)[CH2:13][CH:12]1[CH3:38])(=[O:10])[CH3:9].O. (2) Given the product [C:1]([O:5][C:6](=[O:7])[NH:8][C@@H:9]([CH2:13][C:14]1[C:22]2[C:17](=[CH:18][CH:19]=[C:20]([N+:54]([O-:56])=[O:55])[CH:21]=2)[NH:16][CH:15]=1)[C:10]([N:59]1[C@@H:60]([C:62](=[O:63])[NH2:64])[CH2:61][S:57][CH2:58]1)=[O:12])([CH3:4])([CH3:2])[CH3:3], predict the reactants needed to synthesize it. The reactants are: [C:1]([O:5][C:6]([NH:8][CH:9]([CH2:13][C:14]1[C:22]2[C:17](=[CH:18][CH:19]=[C:20](OC3C(C#N)=CC=CN=3)[CH:21]=2)[NH:16][CH:15]=1)[C:10]([OH:12])=O)=[O:7])([CH3:4])([CH3:3])[CH3:2].C(OC(NC(CC1C2C(=CC=C([N+:54]([O-:56])=[O:55])C=2)NC=1)C(O)=O)=O)(C)(C)C.[S:57]1[CH2:61][CH:60]([C:62]([NH2:64])=[O:63])[NH:59][CH2:58]1.C[NH3+].F[P-](F)(F)(F)(F)F.N1(OC(N(C)C)=[N+](C)C)C2N=CC=CC=2N=N1.F[P-](F)(F)(F)(F)F.C(N(CC)C(C)C)(C)C.